This data is from Full USPTO retrosynthesis dataset with 1.9M reactions from patents (1976-2016). The task is: Predict the reactants needed to synthesize the given product. Given the product [CH2:5]([O:7][C:8](=[O:20])[C:9]1[CH:14]=[CH:13][C:12]([O:3][CH2:1][Cl:4])=[CH:11][CH:10]=1)[CH3:6], predict the reactants needed to synthesize it. The reactants are: [C:1]([Cl:4])(=[O:3])C.[CH2:5]([O:7][C:8](=[O:20])[C:9]1[CH:14]=[CH:13][C:12](S(C)=O)=[CH:11][C:10]=1OC)[CH3:6].